This data is from Reaction yield outcomes from USPTO patents with 853,638 reactions. The task is: Predict the reaction yield, written as a fraction of the theoretical maximum amount of product (1.0 means a 100% yield; for example, 0.34 means a 34% yield). (1) The reactants are [CH3:1][S:2]([CH:5]1[CH2:9][CH2:8][N:7]([S:10]([C:13]2[CH:21]=[CH:20][C:16]([C:17]([OH:19])=O)=[CH:15][CH:14]=2)(=[O:12])=[O:11])[CH2:6]1)(=[O:4])=[O:3].[NH:22]1[CH2:26][CH2:25][CH2:24][C@H:23]1[CH2:27][N:28]1[CH2:32][CH2:31][CH2:30][CH2:29]1. No catalyst specified. The product is [CH3:1][S:2]([CH:5]1[CH2:9][CH2:8][N:7]([S:10]([C:13]2[CH:14]=[CH:15][C:16]([C:17]([N:22]3[CH2:26][CH2:25][CH2:24][C@H:23]3[CH2:27][N:28]3[CH2:32][CH2:31][CH2:30][CH2:29]3)=[O:19])=[CH:20][CH:21]=2)(=[O:12])=[O:11])[CH2:6]1)(=[O:3])=[O:4]. The yield is 0.500. (2) The reactants are [CH3:1][O:2][C:3]([NH:5][C@H:6]([C:10]([N:12]1[CH2:16][CH2:15][CH2:14][C@@H:13]1[C:17]1[NH:18][C:19]([C:22]2[CH:23]=[CH:24][C:25]3[C:54]4[C:30](=[C:31]5[C:51](=[CH:52][CH:53]=4)[C:35]4[N:36]=[C:37]([C@@H:39]6[CH2:43][CH2:42][CH2:41][N:40]6C(OC(C)(C)C)=O)[NH:38][C:34]=4[CH:33]=[CH:32]5)[O:29][CH2:28][C:26]=3[CH:27]=2)=[CH:20][N:21]=1)=[O:11])[CH:7]([CH3:9])[CH3:8])=[O:4].Cl.[CH3:56][O:57][C:58]([NH:60][C@H:61]([C:65]1[CH:70]=[CH:69][CH:68]=[CH:67][CH:66]=1)[C:62]([OH:64])=O)=[O:59].CCOC(C(C#N)=NOC(N1CCOCC1)=[N+](C)C)=O.F[P-](F)(F)(F)(F)F.C(N(C(C)C)CC)(C)C. The catalyst is C(#N)C.CO.[OH-].[Na+].C(OCC)(=O)C.C(O)C. The product is [CH3:1][O:2][C:3](=[O:4])[NH:5][C@@H:6]([CH:7]([CH3:8])[CH3:9])[C:10]([N:12]1[CH2:16][CH2:15][CH2:14][C@@H:13]1[C:17]1[NH:18][C:19]([C:22]2[CH:23]=[CH:24][C:25]3[C:54]4[C:30](=[C:31]5[C:51](=[CH:52][CH:53]=4)[C:35]4[N:36]=[C:37]([C@@H:39]6[CH2:43][CH2:42][CH2:41][N:40]6[C:62](=[O:64])[C@H:61]([NH:60][C:58]([O:57][CH3:56])=[O:59])[C:65]6[CH:70]=[CH:69][CH:68]=[CH:67][CH:66]=6)[NH:38][C:34]=4[CH:33]=[CH:32]5)[O:29][CH2:28][C:26]=3[CH:27]=2)=[CH:20][N:21]=1)=[O:11]. The yield is 0.510. (3) The reactants are [Cl:1][C:2]1[CH:3]=[CH:4][C:5]([OH:18])=[C:6]([CH2:8][C:9]2[N:14]=[C:13]([C:15]([OH:17])=[O:16])[CH:12]=[CH:11][CH:10]=2)[CH:7]=1.ClC(Cl)(Cl)C(=N)O[C:23]([CH3:26])([CH3:25])[CH3:24]. The catalyst is ClCCl. The product is [Cl:1][C:2]1[CH:3]=[CH:4][C:5]([O:18][C:23]([CH3:26])([CH3:25])[CH3:24])=[C:6]([CH2:8][C:9]2[N:14]=[C:13]([C:15]([OH:17])=[O:16])[CH:12]=[CH:11][CH:10]=2)[CH:7]=1. The yield is 0.240. (4) The reactants are [CH3:1][CH:2]([C:8](=[O:10])[CH3:9])[C:3]([O:5][CH2:6][CH3:7])=[O:4].Br[CH2:12][CH:13]1[CH2:17][CH2:16][CH2:15][CH2:14]1. No catalyst specified. The product is [CH:13]1([CH2:12][C:2]([CH3:1])([C:8](=[O:10])[CH3:9])[C:3]([O:5][CH2:6][CH3:7])=[O:4])[CH2:17][CH2:16][CH2:15][CH2:14]1. The yield is 0.530. (5) The reactants are [CH3:1][O:2][C:3](=[O:12])[CH:4]([C:6]1[CH:11]=[CH:10][CH:9]=[CH:8][CH:7]=1)Br.C(N(CC)CC)C.[C:20]([N:23]1[CH2:28][CH2:27][NH:26][CH2:25][CH2:24]1)(=[O:22])[CH3:21]. The catalyst is O1CCCC1. The product is [CH3:1][O:2][C:3](=[O:12])[CH:4]([N:26]1[CH2:27][CH2:28][N:23]([C:20](=[O:22])[CH3:21])[CH2:24][CH2:25]1)[C:6]1[CH:11]=[CH:10][CH:9]=[CH:8][CH:7]=1. The yield is 1.00. (6) The reactants are [NH2:1][C:2]1[C:11]2[C:6](=[C:7](I)[CH:8]=[CH:9][CH:10]=2)[N:5]=[N:4][C:3]=1[C:13]([NH:15][CH2:16][CH2:17][CH3:18])=[O:14].C(=O)(O)[O-].[Na+].O.[CH3:25][O:26][C:27]1[CH:32]=[CH:31][N:30]=[CH:29][C:28]=1B(O)O. The catalyst is COCCOC.C(Cl)Cl.[Pd].C1(P(C2C=CC=CC=2)C2C=CC=CC=2)C=CC=CC=1.C1(P(C2C=CC=CC=2)C2C=CC=CC=2)C=CC=CC=1.C1(P(C2C=CC=CC=2)C2C=CC=CC=2)C=CC=CC=1.C1(P(C2C=CC=CC=2)C2C=CC=CC=2)C=CC=CC=1. The product is [NH2:1][C:2]1[C:11]2[C:6](=[C:7]([C:28]3[CH:29]=[N:30][CH:31]=[CH:32][C:27]=3[O:26][CH3:25])[CH:8]=[CH:9][CH:10]=2)[N:5]=[N:4][C:3]=1[C:13]([NH:15][CH2:16][CH2:17][CH3:18])=[O:14]. The yield is 0.602.